Dataset: Peptide-MHC class I binding affinity with 185,985 pairs from IEDB/IMGT. Task: Regression. Given a peptide amino acid sequence and an MHC pseudo amino acid sequence, predict their binding affinity value. This is MHC class I binding data. (1) The peptide sequence is SYLAGAGLLF. The MHC is HLA-A24:02 with pseudo-sequence HLA-A24:02. The binding affinity (normalized) is 0.831. (2) The peptide sequence is VTFWGFWLF. The MHC is HLA-B39:01 with pseudo-sequence HLA-B39:01. The binding affinity (normalized) is 0.0847. (3) The peptide sequence is VPAPAGPIV. The MHC is HLA-A03:01 with pseudo-sequence HLA-A03:01. The binding affinity (normalized) is 0. (4) The peptide sequence is LIFPAFFLC. The MHC is HLA-A01:01 with pseudo-sequence HLA-A01:01. The binding affinity (normalized) is 0.209. (5) The peptide sequence is MGMEQTMSV. The MHC is HLA-B18:01 with pseudo-sequence HLA-B18:01. The binding affinity (normalized) is 0.0847. (6) The peptide sequence is ERLKIAGSL. The MHC is HLA-A23:01 with pseudo-sequence HLA-A23:01. The binding affinity (normalized) is 0.